This data is from Full USPTO retrosynthesis dataset with 1.9M reactions from patents (1976-2016). The task is: Predict the reactants needed to synthesize the given product. (1) Given the product [CH3:1][O:2][C:3]([C:5]1[C:6]([OH:31])=[C:7]2[C:12](=[C:13]([C:37]3[CH:38]=[N:39][CH:40]=[CH:41][CH:42]=3)[N:14]=1)[N:11]([C@H:16]([C:18]1[CH:23]=[CH:22][CH:21]=[CH:20][CH:19]=1)[CH3:17])[C:10](=[O:24])[C:9]([C:25]1[CH:30]=[CH:29][CH:28]=[CH:27][CH:26]=1)=[CH:8]2)=[O:4], predict the reactants needed to synthesize it. The reactants are: [CH3:1][O:2][C:3]([C:5]1[C:6]([OH:31])=[C:7]2[C:12](=[C:13](Br)[N:14]=1)[N:11]([C@H:16]([C:18]1[CH:23]=[CH:22][CH:21]=[CH:20][CH:19]=1)[CH3:17])[C:10](=[O:24])[C:9]([C:25]1[CH:30]=[CH:29][CH:28]=[CH:27][CH:26]=1)=[CH:8]2)=[O:4].C([Sn](CCCC)(CCCC)[C:37]1[CH:38]=[N:39][CH:40]=[CH:41][CH:42]=1)CCC.CCOC(C)=O.Cl. (2) The reactants are: Cl[C:2]1[CH:7]=[C:6]([N+:8]([O-:10])=[O:9])[CH:5]=[C:4]([C:11]2[CH:16]=[C:15]([CH3:17])[CH:14]=[CH:13][C:12]=2[O:18][CH3:19])[N:3]=1.[NH:20]([C:29]([O:31][C:32]([CH3:35])([CH3:34])[CH3:33])=[O:30])[NH:21][C:22]([O:24][C:25]([CH3:28])([CH3:27])[CH3:26])=[O:23].C([O-])([O-])=O.[Cs+].[Cs+]. Given the product [CH3:19][O:18][C:12]1[CH:13]=[CH:14][C:15]([CH3:17])=[CH:16][C:11]=1[C:4]1[N:3]=[C:2]([N:20]([C:29]([O:31][C:32]([CH3:35])([CH3:34])[CH3:33])=[O:30])[NH:21][C:22]([O:24][C:25]([CH3:26])([CH3:27])[CH3:28])=[O:23])[CH:7]=[C:6]([N+:8]([O-:10])=[O:9])[CH:5]=1, predict the reactants needed to synthesize it. (3) Given the product [Cl:1][C:2]1[C:6]([C:7]([OH:15])=[O:24])=[C:5]([C:9]2[CH:14]=[CH:13][CH:12]=[CH:11][CH:10]=2)[S:4][N:3]=1, predict the reactants needed to synthesize it. The reactants are: [Cl:1][C:2]1[C:6]([C:7]#N)=[C:5]([C:9]2[CH:14]=[CH:13][CH:12]=[CH:11][CH:10]=2)[S:4][N:3]=1.[OH:15]S(O)(=O)=O.N([O-])=O.[Na+].[OH2:24]. (4) Given the product [CH3:37][C:32]1[CH:33]=[C:34]([CH3:36])[N:35]=[C:30]([O:29][C@@H:25]([C@@:11]2([C:19]3[CH:20]=[CH:21][CH:22]=[CH:23][CH:24]=3)[NH:10][CH2:9][C:8]3[N:14]([C:5]([CH3:4])=[N:6][N:7]=3)[C:13]3[CH:15]=[CH:16][CH:17]=[CH:18][C:12]2=3)[C:26]([OH:28])=[O:27])[N:31]=1, predict the reactants needed to synthesize it. The reactants are: C([CH2:4][C:5]1[N:14]2[C:8]([CH2:9][NH:10][C@@:11]([C@H:25]([O:29][C:30]3[N:35]=[C:34]([CH3:36])[CH:33]=[C:32]([CH3:37])[N:31]=3)[C:26]([OH:28])=[O:27])([C:19]3[CH:24]=[CH:23][CH:22]=[CH:21][CH:20]=3)[C:12]3[CH:18]=[CH:17][CH:16]=[CH:15][C:13]=32)=[N:7][N:6]=1)(O)=O. (5) The reactants are: [Cl:1][C:2]1[CH:3]=[C:4]([CH:8]=[C:9]([Cl:12])[C:10]=1[CH3:11])[C:5]([OH:7])=[O:6].[CH3:13]O. Given the product [Cl:1][C:2]1[CH:3]=[C:4]([CH:8]=[C:9]([Cl:12])[C:10]=1[CH3:11])[C:5]([O:7][CH3:13])=[O:6], predict the reactants needed to synthesize it. (6) Given the product [NH2:20][C:19]1[C:10]([C:8]([C:7]2[CH:6]=[CH:5][N:4]=[CH:3][C:2]=2[F:1])=[O:9])=[CH:11][CH:12]=[C:13]2[C:18]=1[N:17]=[CH:16][CH:15]=[CH:14]2, predict the reactants needed to synthesize it. The reactants are: [F:1][C:2]1[CH:3]=[N:4][CH:5]=[CH:6][C:7]=1[C:8]([C:10]1[C:19]([N+:20]([O-])=O)=[C:18]2[C:13]([CH:14]=[CH:15][CH:16]=[N:17]2)=[CH:12][CH:11]=1)=[O:9]. (7) The reactants are: Cl[CH:2]([C:14]1[CH:19]=[CH:18][CH:17]=[CH:16][CH:15]=1)[C:3]([C:5]1[C:13]2[C:8](=[CH:9][CH:10]=[CH:11][CH:12]=2)[NH:7][CH:6]=1)=[O:4].[CH3:20][O:21][C:22]1[C:28]([O:29][CH3:30])=[CH:27][CH:26]=[CH:25][C:23]=1[NH2:24].CCN(C(C)C)C(C)C. Given the product [CH3:20][O:21][C:22]1[C:28]([O:29][CH3:30])=[CH:27][CH:26]=[CH:25][C:23]=1[NH:24][CH:2]([C:14]1[CH:19]=[CH:18][CH:17]=[CH:16][CH:15]=1)[C:3]([C:5]1[C:13]2[C:8](=[CH:9][CH:10]=[CH:11][CH:12]=2)[NH:7][CH:6]=1)=[O:4], predict the reactants needed to synthesize it. (8) Given the product [CH3:38][O:39][N:40]=[C:30]1[CH2:29][O:28][C:27]2[CH:26]=[CH:25][C:24]([CH2:23][NH:22][C:17]34[CH2:20][CH2:21][C:14]([CH2:13][CH2:12][C:11]5[C:10]6[C:5](=[CH:6][CH:7]=[C:8]([O:35][CH3:36])[N:9]=6)[N:4]=[CH:3][C:2]=5[F:1])([CH2:19][CH2:18]3)[O:15][CH2:16]4)=[N:33][C:32]=2[NH:31]1, predict the reactants needed to synthesize it. The reactants are: [F:1][C:2]1[CH:3]=[N:4][C:5]2[C:10]([C:11]=1[CH2:12][CH2:13][C:14]13[CH2:21][CH2:20][C:17]([NH:22][CH2:23][C:24]4[CH:25]=[CH:26][C:27]5[O:28][CH2:29][C:30](=O)[NH:31][C:32]=5[N:33]=4)([CH2:18][CH2:19]1)[CH2:16][O:15]3)=[N:9][C:8]([O:35][CH3:36])=[CH:7][CH:6]=2.Cl.[CH3:38][O:39][NH2:40]. (9) Given the product [NH3:11].[F:7][CH:2]([F:1])[C:3]([NH:11][CH2:10][CH2:8][OH:9])=[O:4], predict the reactants needed to synthesize it. The reactants are: [F:1][CH:2]([F:7])[C:3](OC)=[O:4].[CH2:8]([CH2:10][NH2:11])[OH:9].ClCCl. (10) Given the product [CH3:31][N:32]([CH3:33])[CH2:6][CH2:7][C:8]1[CH:9]=[N:10][N:11]([C:22]2[CH:27]=[C:26]([C:28]#[N:29])[CH:25]=[CH:24][N:23]=2)[C:12]=1[O:13][CH2:14][C:15]1[CH:20]=[CH:19][C:18]([F:21])=[CH:17][CH:16]=1, predict the reactants needed to synthesize it. The reactants are: CS(O[CH2:6][CH2:7][C:8]1[CH:9]=[N:10][N:11]([C:22]2[CH:27]=[C:26]([C:28]#[N:29])[CH:25]=[CH:24][N:23]=2)[C:12]=1[O:13][CH2:14][C:15]1[CH:20]=[CH:19][C:18]([F:21])=[CH:17][CH:16]=1)(=O)=O.Cl.[CH3:31][NH:32][CH3:33].C([O-])([O-])=O.[K+].[K+].